This data is from Merck oncology drug combination screen with 23,052 pairs across 39 cell lines. The task is: Regression. Given two drug SMILES strings and cell line genomic features, predict the synergy score measuring deviation from expected non-interaction effect. (1) Drug 1: CN1C(=O)C=CC2(C)C3CCC4(C)C(NC(=O)OCC(F)(F)F)CCC4C3CCC12. Drug 2: CCc1c2c(nc3ccc(O)cc13)-c1cc3c(c(=O)n1C2)COC(=O)C3(O)CC. Cell line: HT29. Synergy scores: synergy=1.95. (2) Drug 1: CCN(CC)CCNC(=O)c1c(C)[nH]c(C=C2C(=O)Nc3ccc(F)cc32)c1C. Drug 2: COC1CC2CCC(C)C(O)(O2)C(=O)C(=O)N2CCCCC2C(=O)OC(C(C)CC2CCC(OP(C)(C)=O)C(OC)C2)CC(=O)C(C)C=C(C)C(O)C(OC)C(=O)C(C)CC(C)C=CC=CC=C1C. Cell line: A427. Synergy scores: synergy=24.1. (3) Drug 1: COc1cccc2c1C(=O)c1c(O)c3c(c(O)c1C2=O)CC(O)(C(=O)CO)CC3OC1CC(N)C(O)C(C)O1. Drug 2: CNC(=O)c1cc(Oc2ccc(NC(=O)Nc3ccc(Cl)c(C(F)(F)F)c3)cc2)ccn1. Cell line: T47D. Synergy scores: synergy=-2.85. (4) Drug 1: Cn1nnc2c(C(N)=O)ncn2c1=O. Drug 2: CCc1cnn2c(NCc3ccc[n+]([O-])c3)cc(N3CCCCC3CCO)nc12. Cell line: OCUBM. Synergy scores: synergy=6.41. (5) Drug 1: CC(C)CC(NC(=O)C(Cc1ccccc1)NC(=O)c1cnccn1)B(O)O. Drug 2: NC1CCCCC1N.O=C(O)C(=O)O.[Pt+2]. Cell line: CAOV3. Synergy scores: synergy=-35.3. (6) Drug 1: O=C(CCCCCCC(=O)Nc1ccccc1)NO. Drug 2: Cc1nc(Nc2ncc(C(=O)Nc3c(C)cccc3Cl)s2)cc(N2CCN(CCO)CC2)n1. Cell line: EFM192B. Synergy scores: synergy=49.7.